This data is from NCI-60 drug combinations with 297,098 pairs across 59 cell lines. The task is: Regression. Given two drug SMILES strings and cell line genomic features, predict the synergy score measuring deviation from expected non-interaction effect. (1) Drug 1: CN(C)C1=NC(=NC(=N1)N(C)C)N(C)C. Drug 2: CNC(=O)C1=NC=CC(=C1)OC2=CC=C(C=C2)NC(=O)NC3=CC(=C(C=C3)Cl)C(F)(F)F. Cell line: RXF 393. Synergy scores: CSS=22.2, Synergy_ZIP=2.20, Synergy_Bliss=2.84, Synergy_Loewe=-25.3, Synergy_HSA=0.201. (2) Drug 2: C1CCC(C(C1)N)N.C(=O)(C(=O)[O-])[O-].[Pt+4]. Drug 1: CC(C1=C(C=CC(=C1Cl)F)Cl)OC2=C(N=CC(=C2)C3=CN(N=C3)C4CCNCC4)N. Synergy scores: CSS=15.3, Synergy_ZIP=3.35, Synergy_Bliss=8.35, Synergy_Loewe=5.49, Synergy_HSA=6.53. Cell line: SF-268. (3) Drug 1: CN1CCC(CC1)COC2=C(C=C3C(=C2)N=CN=C3NC4=C(C=C(C=C4)Br)F)OC. Drug 2: CC1CCCC2(C(O2)CC(NC(=O)CC(C(C(=O)C(C1O)C)(C)C)O)C(=CC3=CSC(=N3)C)C)C. Cell line: IGROV1. Synergy scores: CSS=55.0, Synergy_ZIP=-1.32, Synergy_Bliss=0.796, Synergy_Loewe=0.163, Synergy_HSA=0.246. (4) Drug 1: C1CN1P(=S)(N2CC2)N3CC3. Drug 2: CN1C2=C(C=C(C=C2)N(CCCl)CCCl)N=C1CCCC(=O)O.Cl. Cell line: OVCAR3. Synergy scores: CSS=-1.84, Synergy_ZIP=3.15, Synergy_Bliss=3.87, Synergy_Loewe=-3.36, Synergy_HSA=-1.57. (5) Drug 1: CCC1(CC2CC(C3=C(CCN(C2)C1)C4=CC=CC=C4N3)(C5=C(C=C6C(=C5)C78CCN9C7C(C=CC9)(C(C(C8N6C)(C(=O)OC)O)OC(=O)C)CC)OC)C(=O)OC)O.OS(=O)(=O)O. Drug 2: CCCCCOC(=O)NC1=NC(=O)N(C=C1F)C2C(C(C(O2)C)O)O. Cell line: OVCAR-5. Synergy scores: CSS=6.09, Synergy_ZIP=0.560, Synergy_Bliss=5.50, Synergy_Loewe=5.71, Synergy_HSA=1.91.